Dataset: NCI-60 drug combinations with 297,098 pairs across 59 cell lines. Task: Regression. Given two drug SMILES strings and cell line genomic features, predict the synergy score measuring deviation from expected non-interaction effect. (1) Drug 1: CS(=O)(=O)CCNCC1=CC=C(O1)C2=CC3=C(C=C2)N=CN=C3NC4=CC(=C(C=C4)OCC5=CC(=CC=C5)F)Cl. Drug 2: C1=CN(C=N1)CC(O)(P(=O)(O)O)P(=O)(O)O. Cell line: SF-295. Synergy scores: CSS=3.51, Synergy_ZIP=1.17, Synergy_Bliss=4.51, Synergy_Loewe=0.909, Synergy_HSA=1.36. (2) Drug 1: CC1=CC2C(CCC3(C2CCC3(C(=O)C)OC(=O)C)C)C4(C1=CC(=O)CC4)C. Drug 2: CC1=C(C(=O)C2=C(C1=O)N3CC4C(C3(C2COC(=O)N)OC)N4)N. Cell line: MDA-MB-435. Synergy scores: CSS=14.5, Synergy_ZIP=-1.65, Synergy_Bliss=1.40, Synergy_Loewe=-17.1, Synergy_HSA=-3.29. (3) Drug 1: C(=O)(N)NO. Drug 2: CC1C(C(CC(O1)OC2CC(CC3=C2C(=C4C(=C3O)C(=O)C5=CC=CC=C5C4=O)O)(C(=O)C)O)N)O. Cell line: NCI-H226. Synergy scores: CSS=43.3, Synergy_ZIP=-0.932, Synergy_Bliss=0.0871, Synergy_Loewe=0.0589, Synergy_HSA=2.01. (4) Drug 1: CN(C)C1=NC(=NC(=N1)N(C)C)N(C)C. Drug 2: C1=CC=C(C=C1)NC(=O)CCCCCCC(=O)NO. Cell line: OVCAR-8. Synergy scores: CSS=30.7, Synergy_ZIP=-6.94, Synergy_Bliss=2.03, Synergy_Loewe=-68.7, Synergy_HSA=-2.46. (5) Drug 1: C1=CC(=CC=C1CC(C(=O)O)N)N(CCCl)CCCl.Cl. Drug 2: CN1C(=O)N2C=NC(=C2N=N1)C(=O)N. Cell line: SF-539. Synergy scores: CSS=7.55, Synergy_ZIP=-3.86, Synergy_Bliss=-0.608, Synergy_Loewe=-10.0, Synergy_HSA=-2.15.